The task is: Predict the reactants needed to synthesize the given product.. This data is from Full USPTO retrosynthesis dataset with 1.9M reactions from patents (1976-2016). (1) Given the product [C:5]([Br:3])(=[O:15])[C:6]1[NH:13][C:11](=[O:12])[NH:10][C:8](=[O:9])[CH:7]=1, predict the reactants needed to synthesize it. The reactants are: S(Br)([Br:3])=O.[C:5]([OH:15])(=O)[C:6]1[NH:13][C:11](=[O:12])[NH:10][C:8](=[O:9])[CH:7]=1. (2) Given the product [CH3:34][C:29]1([CH3:35])[C:30]([CH3:33])([CH3:32])[O:31][B:27]([C:2]2[CH:3]=[CH:4][C:5]3[N:9]=[C:8]([C@@H:10]4[CH2:18][C@H:17]5[C@H:12]([CH2:13][CH2:14][CH2:15][CH2:16]5)[N:11]4[C:19]([O:21][C:22]([CH3:25])([CH3:24])[CH3:23])=[O:20])[NH:7][C:6]=3[CH:26]=2)[O:28]1, predict the reactants needed to synthesize it. The reactants are: Br[C:2]1[CH:3]=[CH:4][C:5]2[N:9]=[C:8]([C@@H:10]3[CH2:18][C@H:17]4[C@H:12]([CH2:13][CH2:14][CH2:15][CH2:16]4)[N:11]3[C:19]([O:21][C:22]([CH3:25])([CH3:24])[CH3:23])=[O:20])[NH:7][C:6]=2[CH:26]=1.[B:27]1([B:27]2[O:31][C:30]([CH3:33])([CH3:32])[C:29]([CH3:35])([CH3:34])[O:28]2)[O:31][C:30]([CH3:33])([CH3:32])[C:29]([CH3:35])([CH3:34])[O:28]1.C([O-])(=O)C.[K+]. (3) Given the product [NH2:1][C:2]1[N:7]=[C:6]([S:8]([NH:11][C:12]([C:14]2[C:15]([O:22][C:23]3[C:28]([CH3:29])=[CH:27][C:26]([C:30](=[O:31])[C:32]4[CH:33]=[CH:34][CH:35]=[CH:36][CH:37]=4)=[CH:25][C:24]=3[CH3:38])=[N:16][C:17]([O:22][C:23]3[C:28]([CH3:29])=[CH:27][C:26]([C:30](=[O:31])[C:32]4[CH:37]=[CH:36][CH:35]=[CH:34][CH:33]=4)=[CH:25][C:24]=3[CH3:38])=[CH:18][CH:19]=2)=[O:13])(=[O:10])=[O:9])[CH:5]=[CH:4][CH:3]=1, predict the reactants needed to synthesize it. The reactants are: [NH2:1][C:2]1[N:7]=[C:6]([S:8]([NH:11][C:12]([C:14]2[C:15](Cl)=[N:16][C:17](Cl)=[CH:18][CH:19]=2)=[O:13])(=[O:10])=[O:9])[CH:5]=[CH:4][CH:3]=1.[OH:22][C:23]1[C:28]([CH3:29])=[CH:27][C:26]([C:30]([C:32]2[CH:37]=[CH:36][CH:35]=[CH:34][CH:33]=2)=[O:31])=[CH:25][C:24]=1[CH3:38].[H-].[Na+]. (4) Given the product [F:1][C:2]1[CH:3]=[C:4]2[C:9](=[CH:10][C:11]=1[N:25]1[CH2:30][CH2:29][O:28][CH2:27][CH2:26]1)[N:8]([C:13]([C:16]1[CH:21]=[CH:20][CH:19]=[CH:18][CH:17]=1)([CH3:14])[CH3:15])[CH:7]=[C:6]([C:22]#[N:23])[C:5]2=[O:24], predict the reactants needed to synthesize it. The reactants are: [F:1][C:2]1[CH:3]=[C:4]2[C:9](=[CH:10][C:11]=1F)[N:8]([C:13]([C:16]1[CH:21]=[CH:20][CH:19]=[CH:18][CH:17]=1)([CH3:15])[CH3:14])[CH:7]=[C:6]([C:22]#[N:23])[C:5]2=[O:24].[NH:25]1[CH2:30][CH2:29][O:28][CH2:27][CH2:26]1. (5) Given the product [Cl:21][C:22]1[CH:27]=[CH:26][CH:25]=[C:24]([Cl:28])[C:23]=1[NH:29][C:30]([NH:20][C:18]1[CH:19]=[C:14]([NH:13][C:10]2[CH:11]=[CH:12][C:7]([N:1]3[CH2:6][CH2:5][O:4][CH2:3][CH2:2]3)=[CH:8][CH:9]=2)[N:15]=[CH:16][N:17]=1)=[O:31], predict the reactants needed to synthesize it. The reactants are: [N:1]1([C:7]2[CH:12]=[CH:11][C:10]([NH:13][C:14]3[CH:19]=[C:18]([NH2:20])[N:17]=[CH:16][N:15]=3)=[CH:9][CH:8]=2)[CH2:6][CH2:5][O:4][CH2:3][CH2:2]1.[Cl:21][C:22]1[CH:27]=[CH:26][CH:25]=[C:24]([Cl:28])[C:23]=1[N:29]=[C:30]=[O:31]. (6) The reactants are: [CH2:1]([C:3]1[CH:4]=[C:5]([OH:10])[CH:6]=[C:7]([OH:9])[CH:8]=1)[CH3:2].[CH:11](OCC)(OCC)[O:12]CC.[Al+3].[Cl-].[Cl-].[Cl-].Cl. Given the product [CH2:1]([C:3]1[CH:8]=[C:7]([OH:9])[CH:6]=[C:5]([OH:10])[C:4]=1[CH:11]=[O:12])[CH3:2], predict the reactants needed to synthesize it. (7) Given the product [CH3:42][Si:41]([C:39]#[C:40][C:7]1[CH:8]=[C:9]([CH2:13][CH2:14][CH2:15][CH2:16][N:17]2[C:25](=[O:26])[C:24]3[C:19](=[CH:20][CH:21]=[CH:22][CH:23]=3)[C:18]2=[O:27])[CH:10]=[CH:11][CH:12]=1)([CH3:44])[CH3:43], predict the reactants needed to synthesize it. The reactants are: FC(F)(F)S(O[C:7]1[CH:12]=[CH:11][CH:10]=[C:9]([CH2:13][CH2:14][CH2:15][CH2:16][N:17]2[C:25](=[O:26])[C:24]3[C:19](=[CH:20][CH:21]=[CH:22][CH:23]=3)[C:18]2=[O:27])[CH:8]=1)(=O)=O.C(N(CC)C(C)C)(C)C.[C:39]([Si:41]([CH3:44])([CH3:43])[CH3:42])#[CH:40].O.